From a dataset of Full USPTO retrosynthesis dataset with 1.9M reactions from patents (1976-2016). Predict the reactants needed to synthesize the given product. (1) Given the product [CH3:1][O:2][C:3]1[CH:4]=[CH:5][C:6]([NH:9][C:10]([C:11]2[C:12](=[O:13])[NH:14][C:15]([CH3:31])([C:16]([OH:18])=[O:17])[CH2:21][C:22]=2[C:23]2[CH:24]=[CH:25][C:26]([CH3:29])=[CH:27][CH:28]=2)=[O:32])=[CH:7][CH:8]=1, predict the reactants needed to synthesize it. The reactants are: [CH3:1][O:2][C:3]1[CH:8]=[CH:7][C:6]([NH:9][C:10](=[O:32])[CH2:11][C:12]([NH:14][C:15]([CH3:31])([CH2:21][C:22](=O)[C:23]2[CH:28]=[CH:27][C:26]([CH3:29])=[CH:25][CH:24]=2)[C:16]([O:18]CC)=[O:17])=[O:13])=[CH:5][CH:4]=1.O.[OH-].[Li+]. (2) Given the product [CH3:29][N:21]([C@@H:19]([CH3:20])[C:18](=[O:30])[NH:17][CH2:16][CH2:15][CH2:14][C:13]#[C:12][C:5]1[C:6]([NH:8][CH2:9][CH2:10][CH3:11])=[N:7][C:2]([NH:58][C:32]2[CH:34]=[CH:35][CH:36]=[CH:37][CH:31]=2)=[N:3][CH:4]=1)[C:22](=[O:28])[O:23][C:24]([CH3:27])([CH3:26])[CH3:25], predict the reactants needed to synthesize it. The reactants are: Cl[C:2]1[N:7]=[C:6]([NH:8][CH2:9][CH2:10][CH3:11])[C:5]([C:12]#[C:13][CH2:14][CH2:15][CH2:16][NH:17][C:18](=[O:30])[C@@H:19]([N:21]([CH3:29])[C:22](=[O:28])[O:23][C:24]([CH3:27])([CH3:26])[CH3:25])[CH3:20])=[CH:4][N:3]=1.[C@:31]12(CS(O)(=O)=O)C(C)(C)[CH:35]([CH2:36][CH2:37]1)[CH2:34][C:32]2=O.C(=O)([O-])O.[Na+].C(OCC)(=O)C.C[N:58]1CCCC1=O. (3) Given the product [CH2:1]([N:8]1[C@@H:9]([CH3:15])[CH2:10][N:11]([C:25]([O:24][C:20]([CH3:23])([CH3:22])[CH3:21])=[O:26])[C@H:12]([CH3:14])[CH2:13]1)[C:2]1[CH:7]=[CH:6][CH:5]=[CH:4][CH:3]=1, predict the reactants needed to synthesize it. The reactants are: [CH2:1]([N:8]1[CH2:13][C@H:12]([CH3:14])[NH:11][CH2:10][C@H:9]1[CH3:15])[C:2]1[CH:7]=[CH:6][CH:5]=[CH:4][CH:3]=1.CN(C)C.[C:20]([O:24][C:25](=O)[O:26]C(C)(C)C)([CH3:23])([CH3:22])[CH3:21].O. (4) Given the product [OH:20][C:17]([C:15]1[N:14]([CH3:21])[N:13]=[C:12]([NH:11][C:4]2[C:5]3[N:6]([CH:8]=[CH:9][N:10]=3)[CH:7]=[C:2]([C:30]3[CH:38]=[C:37]4[C:33]([CH2:34][C:35](=[O:39])[NH:36]4)=[CH:32][CH:31]=3)[CH:3]=2)[CH:16]=1)([CH3:19])[CH3:18], predict the reactants needed to synthesize it. The reactants are: Cl[C:2]1[CH:3]=[C:4]([NH:11][C:12]2[CH:16]=[C:15]([C:17]([OH:20])([CH3:19])[CH3:18])[N:14]([CH3:21])[N:13]=2)[C:5]2[N:6]([CH:8]=[CH:9][N:10]=2)[CH:7]=1.CC1(C)C(C)(C)OB([C:30]2[CH:38]=[C:37]3[C:33]([CH2:34][C:35](=[O:39])[NH:36]3)=[CH:32][CH:31]=2)O1.C(=O)([O-])[O-].[Na+].[Na+]. (5) Given the product [OH:27][CH2:26][C:25]([N:19]1[CH2:18][C:17]2[C:21](=[CH:22][CH:23]=[C:15]([C:12]3[CH:11]=[CH:10][C:9]([CH2:8][CH2:7][N:3]4[CH2:4][CH2:5][CH2:6][C@H:2]4[CH3:1])=[CH:14][CH:13]=3)[CH:16]=2)[CH2:20]1)=[O:24], predict the reactants needed to synthesize it. The reactants are: [CH3:1][C@@H:2]1[CH2:6][CH2:5][CH2:4][N:3]1[CH2:7][CH2:8][C:9]1[CH:14]=[CH:13][C:12]([C:15]2[CH:16]=[C:17]3[C:21](=[CH:22][CH:23]=2)[CH2:20][NH:19][CH2:18]3)=[CH:11][CH:10]=1.[OH:24][CH2:25][C:26](O)=[O:27].